This data is from Kir2.1 potassium channel HTS with 301,493 compounds. The task is: Binary Classification. Given a drug SMILES string, predict its activity (active/inactive) in a high-throughput screening assay against a specified biological target. (1) The drug is S(O)(=O)(=O)c1cc([N+]([O-])=O)c(O)c(N)c1. The result is 0 (inactive). (2) The result is 0 (inactive). The drug is O=C(Nc1n(nc(c1)C)c1ccccc1)c1cc([N+]([O-])=O)ccc1.